This data is from Reaction yield outcomes from USPTO patents with 853,638 reactions. The task is: Predict the reaction yield, written as a fraction of the theoretical maximum amount of product (1.0 means a 100% yield; for example, 0.34 means a 34% yield). (1) The reactants are [N:1]1[C:10]2[C:5](=[CH:6][C:7]([CH2:11][NH2:12])=[CH:8][CH:9]=2)[CH:4]=[CH:3][CH:2]=1.Br[C:14]1[C:15]([NH2:21])=[N:16][CH:17]=[C:18]([Br:20])[N:19]=1.C(N(C(C)C)CC)(C)C. The catalyst is ClCCl.C(O)C. The product is [Br:20][C:18]1[N:19]=[C:14]([NH:12][CH2:11][C:7]2[CH:6]=[C:5]3[C:10](=[CH:9][CH:8]=2)[N:1]=[CH:2][CH:3]=[CH:4]3)[C:15]([NH2:21])=[N:16][CH:17]=1. The yield is 0.490. (2) The reactants are [C:1]([C:5]1[N:6]([CH2:17][CH:18]2[CH2:23][CH2:22][O:21][CH2:20][CH2:19]2)[CH:7]=[C:8]([C:10]2[CH:15]=[N:14][CH:13]=[C:12](Cl)[N:11]=2)[N:9]=1)([CH3:4])([CH3:3])[CH3:2].[C:24]1(P(C2C=CC=CC=2)C2C=CC3C(=CC=CC=3)C=2C2C3C(=CC=CC=3)C=CC=2P(C2C=CC=CC=2)C2C=CC=CC=2)[CH:29]=CC=C[CH:25]=1.[C:70]([O-:73])(=[O:72])C.[K+].C(=O)([O-])O.[Na+]. The catalyst is CN(C=O)C.C(O)CC.C([O-])(=O)C.[Pd+2].C([O-])(=O)C. The product is [CH2:25]([O:73][C:70]([C:10]1([C:8]2[N:9]=[C:5]([C:1]([CH3:4])([CH3:3])[CH3:2])[N:6]([CH2:17][CH:18]3[CH2:23][CH2:22][O:21][CH2:20][CH2:19]3)[CH:7]=2)[CH:15]=[N:14][CH:13]=[CH:12][NH:11]1)=[O:72])[CH2:24][CH3:29]. The yield is 0.850.